Dataset: Catalyst prediction with 721,799 reactions and 888 catalyst types from USPTO. Task: Predict which catalyst facilitates the given reaction. (1) Reactant: [CH3:1][C:2]([C:4]1[CH:5]=[CH:6][CH:7]=[C:8]([OH:10])[CH:9]=1)=[O:3].[BH4-].[Na+].Cl. Product: [OH:3][CH:2]([C:4]1[CH:9]=[C:8]([OH:10])[CH:7]=[CH:6][CH:5]=1)[CH3:1]. The catalyst class is: 5. (2) Reactant: [OH:1][CH2:2][C:3]1([C:7]([N:9]2[C@@H:15]([CH3:16])[C:14]3[CH:17]=[CH:18][C:19]([C:21]([O:23][CH2:24][CH3:25])=[O:22])=[CH:20][C:13]=3[O:12][CH2:11][CH2:10]2)=[O:8])[CH2:6][O:5][CH2:4]1.[H-].[Na+].I[CH3:29]. Product: [CH3:29][O:1][CH2:2][C:3]1([C:7]([N:9]2[C@@H:15]([CH3:16])[C:14]3[CH:17]=[CH:18][C:19]([C:21]([O:23][CH2:24][CH3:25])=[O:22])=[CH:20][C:13]=3[O:12][CH2:11][CH2:10]2)=[O:8])[CH2:4][O:5][CH2:6]1. The catalyst class is: 1.